Dataset: Full USPTO retrosynthesis dataset with 1.9M reactions from patents (1976-2016). Task: Predict the reactants needed to synthesize the given product. (1) Given the product [Cl:1][C:2]1[S:6][C:5]([CH2:7][N:8]2[CH2:13][CH2:12][O:11][C@H:10]([CH2:14][NH:15][C:28](=[O:29])[CH2:27][C:23]3[CH:24]=[CH:25][CH:26]=[C:21]([NH:20][S:17]([CH3:16])(=[O:18])=[O:19])[CH:22]=3)[CH2:9]2)=[CH:4][CH:3]=1, predict the reactants needed to synthesize it. The reactants are: [Cl:1][C:2]1[S:6][C:5]([CH2:7][N:8]2[CH2:13][CH2:12][O:11][C@H:10]([CH2:14][NH2:15])[CH2:9]2)=[CH:4][CH:3]=1.[CH3:16][S:17]([NH:20][C:21]1[CH:22]=[C:23]([CH2:27][C:28](O)=[O:29])[CH:24]=[CH:25][CH:26]=1)(=[O:19])=[O:18]. (2) Given the product [F:22][C:19]1[CH:20]=[CH:21][C:16]([C:3]2[C:2]([N:23]3[CH2:28][CH2:27][C:26]([C:29]4[CH:34]=[CH:33][CH:32]=[CH:31][N:30]=4)=[CH:25][CH2:24]3)=[N:11][C:10]3[C:5](=[CH:6][CH:7]=[C:8]([C:12]([O:14][CH3:15])=[O:13])[CH:9]=3)[N:4]=2)=[CH:17][CH:18]=1, predict the reactants needed to synthesize it. The reactants are: Cl[C:2]1[C:3]([C:16]2[CH:21]=[CH:20][C:19]([F:22])=[CH:18][CH:17]=2)=[N:4][C:5]2[C:10]([N:11]=1)=[CH:9][C:8]([C:12]([O:14][CH3:15])=[O:13])=[CH:7][CH:6]=2.[NH:23]1[CH2:28][CH:27]=[C:26]([C:29]2[CH:34]=[CH:33][CH:32]=[CH:31][N:30]=2)[CH2:25][CH2:24]1.CCN(C(C)C)C(C)C. (3) Given the product [F:1][C:2]1[CH:3]=[C:4]([CH:5]=[C:6]([F:8])[CH:7]=1)[CH2:9][C@H:10]([NH:14][C:15](=[O:21])[O:16][C:17]([CH3:20])([CH3:19])[CH3:18])[C@H:11]([OH:12])[CH2:13][NH:32][CH2:22][C:31]1[CH:30]=[CH:29][CH:28]=[C:27]([O:36][CH3:34])[CH:26]=1, predict the reactants needed to synthesize it. The reactants are: [F:1][C:2]1[CH:3]=[C:4]([CH2:9][C@H:10]([NH:14][C:15](=[O:21])[O:16][C:17]([CH3:20])([CH3:19])[CH3:18])[C@H:11]2[CH2:13][O:12]2)[CH:5]=[C:6]([F:8])[CH:7]=1.[C@@H:22]1([NH2:32])[C:31]2[C:26](=[CH:27][CH:28]=[CH:29][CH:30]=2)CCC1.C[CH:34]([OH:36])C. (4) The reactants are: [CH3:1][O:2][C:3]1[CH:8]=[CH:7][C:6]([C:9]#[CH:10])=[CH:5][CH:4]=1.I[C:12]1[CH:17]=[CH:16][C:15]([O:18][CH3:19])=[CH:14][CH:13]=1. Given the product [CH3:1][O:2][C:3]1[CH:8]=[CH:7][C:6]([C:9]#[C:10][C:12]2[CH:17]=[CH:16][C:15]([O:18][CH3:19])=[CH:14][CH:13]=2)=[CH:5][CH:4]=1, predict the reactants needed to synthesize it.